Dataset: NCI-60 drug combinations with 297,098 pairs across 59 cell lines. Task: Regression. Given two drug SMILES strings and cell line genomic features, predict the synergy score measuring deviation from expected non-interaction effect. (1) Cell line: NCI-H322M. Drug 2: C1CN1C2=NC(=NC(=N2)N3CC3)N4CC4. Synergy scores: CSS=9.07, Synergy_ZIP=-0.509, Synergy_Bliss=2.37, Synergy_Loewe=3.49, Synergy_HSA=2.51. Drug 1: CC1=C2C(C(=O)C3(C(CC4C(C3C(C(C2(C)C)(CC1OC(=O)C(C(C5=CC=CC=C5)NC(=O)OC(C)(C)C)O)O)OC(=O)C6=CC=CC=C6)(CO4)OC(=O)C)O)C)O. (2) Drug 1: CC1CCC2CC(C(=CC=CC=CC(CC(C(=O)C(C(C(=CC(C(=O)CC(OC(=O)C3CCCCN3C(=O)C(=O)C1(O2)O)C(C)CC4CCC(C(C4)OC)O)C)C)O)OC)C)C)C)OC. Drug 2: C1=CN(C=N1)CC(O)(P(=O)(O)O)P(=O)(O)O. Cell line: MALME-3M. Synergy scores: CSS=12.5, Synergy_ZIP=-1.89, Synergy_Bliss=5.81, Synergy_Loewe=-10.3, Synergy_HSA=3.03. (3) Drug 1: CN1CCC(CC1)COC2=C(C=C3C(=C2)N=CN=C3NC4=C(C=C(C=C4)Br)F)OC. Drug 2: C1=CC(=CC=C1C#N)C(C2=CC=C(C=C2)C#N)N3C=NC=N3. Cell line: K-562. Synergy scores: CSS=39.9, Synergy_ZIP=-0.0921, Synergy_Bliss=5.07, Synergy_Loewe=-23.9, Synergy_HSA=5.23. (4) Cell line: OVCAR-5. Drug 1: C1CC(=O)NC(=O)C1N2CC3=C(C2=O)C=CC=C3N. Drug 2: CC1C(C(CC(O1)OC2CC(CC3=C2C(=C4C(=C3O)C(=O)C5=C(C4=O)C(=CC=C5)OC)O)(C(=O)CO)O)N)O.Cl. Synergy scores: CSS=28.5, Synergy_ZIP=-1.26, Synergy_Bliss=-1.82, Synergy_Loewe=-0.882, Synergy_HSA=0.0786.